From a dataset of hERG Central: cardiac toxicity at 1µM, 10µM, and general inhibition. Predict hERG channel inhibition at various concentrations. (1) The drug is O=C(COC(=O)Cc1ccccc1)Nc1cc(S(=O)(=O)N2CCCCC2)ccc1Cl. Results: hERG_inhib (hERG inhibition (general)): blocker. (2) The molecule is Cc1cccc(N2CCc3c2nc2ccccc2c3N)c1.O=C(O)C(=O)O. Results: hERG_inhib (hERG inhibition (general)): blocker.